From a dataset of Reaction yield outcomes from USPTO patents with 853,638 reactions. Predict the reaction yield, written as a fraction of the theoretical maximum amount of product (1.0 means a 100% yield; for example, 0.34 means a 34% yield). (1) The catalyst is C1COCC1.C1(C)C=CC=CC=1. The product is [CH:15]1([CH2:18][C:19]([NH:21][S:22]([C:24]([CH3:25])([CH3:27])[CH3:26])=[O:23])([CH3:20])[C:13]2[S:14][C:10]([CH3:9])=[CH:11][N:12]=2)[CH2:16][CH2:17]1. The reactants are C([N-]C(C)C)(C)C.[Li+].[CH3:9][C:10]1[S:14][CH:13]=[N:12][CH:11]=1.[CH:15]1([CH2:18]/[C:19](=[N:21]/[S:22]([C:24]([CH3:27])([CH3:26])[CH3:25])=[O:23])/[CH3:20])[CH2:17][CH2:16]1.C[Al](C)C.CCCCCCC. The yield is 0.550. (2) The reactants are Cl.[NH:2]1[CH:6]=[CH:5][CH:4]=[C:3]1[C:7]1[N:11]=[C:10]([C@H:12]2[CH2:17][CH2:16][CH2:15][NH:14][CH2:13]2)[O:9][N:8]=1.[CH3:18][C:19]1[O:23][N:22]=[CH:21][C:20]=1[C:24](O)=[O:25]. The catalyst is CCCCCC.C(OCC)(=O)C. The product is [CH3:18][C:19]1[O:23][N:22]=[CH:21][C:20]=1[C:24]([N:14]1[CH2:15][CH2:16][CH2:17][C@H:12]([C:10]2[O:9][N:8]=[C:7]([C:3]3[NH:2][CH:6]=[CH:5][CH:4]=3)[N:11]=2)[CH2:13]1)=[O:25]. The yield is 0.600. (3) The reactants are [CH3:1][CH:2]1[CH2:8][C:7]2[CH:9]=[C:10]3[O:15][CH2:14][O:13][C:11]3=[CH:12][C:6]=2[C:5]([C:16]2[CH:21]=[CH:20][C:19]([N+:22]([O-:24])=[O:23])=[CH:18][CH:17]=2)=[N:4][N:3]1[C:25](=[S:28])[NH:26][NH2:27].[CH2:29](N(CC)CC)[CH3:30].C(Cl)(=O)C.C1(C)C=CC(S(O)(=O)=O)=CC=1. The catalyst is ClCCl. The product is [CH3:1][CH:2]1[CH2:8][C:7]2[CH:9]=[C:10]3[O:15][CH2:14][O:13][C:11]3=[CH:12][C:6]=2[C:5]([C:16]2[CH:17]=[CH:18][C:19]([N+:22]([O-:24])=[O:23])=[CH:20][CH:21]=2)=[N:4][N:3]1[C:25]1[S:28][C:29]([CH3:30])=[N:27][N:26]=1. The yield is 0.910. (4) The reactants are [NH2:1][CH2:2][CH2:3][CH2:4][N:5]1[C:13]([CH2:14][C:15]2[C:23]([I:24])=[CH:22][C:18]3[O:19][CH2:20][O:21][C:17]=3[CH:16]=2)=[N:12][C:11]2[C:6]1=[N:7][C:8]([F:26])=[N:9][C:10]=2[NH2:25].[C:27]([S:31](Cl)=[O:32])([CH3:30])([CH3:29])[CH3:28].C(N(CC)CC)C. The catalyst is C(Cl)Cl. The product is [NH2:25][C:10]1[N:9]=[C:8]([F:26])[N:7]=[C:6]2[C:11]=1[N:12]=[C:13]([CH2:14][C:15]1[C:23]([I:24])=[CH:22][C:18]3[O:19][CH2:20][O:21][C:17]=3[CH:16]=1)[N:5]2[CH2:4][CH2:3][CH2:2][NH:1][S:31]([C:27]([CH3:30])([CH3:29])[CH3:28])=[O:32]. The yield is 0.460.